From a dataset of Full USPTO retrosynthesis dataset with 1.9M reactions from patents (1976-2016). Predict the reactants needed to synthesize the given product. (1) Given the product [CH2:25]([N:14]1[CH2:15][CH2:16][N:12]([C:4]2[S:5][C:6]([C:7]([O:9][CH2:10][CH3:11])=[O:8])=[C:2]([CH3:1])[N:3]=2)[C:13]1=[O:18])[CH2:24][CH:20]=[CH2:19], predict the reactants needed to synthesize it. The reactants are: [CH3:1][C:2]1[N:3]=[C:4]([N:12]2[CH2:16][C@H:15](C)[NH:14][C:13]2=[O:18])[S:5][C:6]=1[C:7]([O:9][CH2:10][CH3:11])=[O:8].[CH3:19][C:20]1N=C(N2CCNC2=O)S[C:24]=1[C:25](OCC)=O.BrCCC=C. (2) The reactants are: [F:1][C:2]([F:12])([F:11])[CH2:3][CH2:4][S:5][CH2:6][CH2:7][C:8](O)=[O:9].S(Cl)([Cl:15])=O. Given the product [F:1][C:2]([F:12])([F:11])[CH2:3][CH2:4][S:5][CH2:6][CH2:7][C:8]([Cl:15])=[O:9], predict the reactants needed to synthesize it. (3) Given the product [CH3:1][O:2][C:3]1[CH:4]=[C:5]([C:16]2[N:17]=[CH:18][C:13]([NH2:12])=[N:14][CH:15]=2)[CH:6]=[CH:7][CH:8]=1, predict the reactants needed to synthesize it. The reactants are: [CH3:1][O:2][C:3]1[CH:4]=[C:5](B(O)O)[CH:6]=[CH:7][CH:8]=1.[NH2:12][C:13]1[CH:18]=[N:17][C:16](Br)=[CH:15][N:14]=1.C(=O)([O-])[O-].[Na+].[Na+].C(COC)OC. (4) The reactants are: [CH2:1]([O:3][C:4]([CH:6]1[CH2:11][CH2:10][C:9](=[CH2:12])[CH2:8][CH2:7]1)=[O:5])[CH3:2].[Li+].CC([N-]C(C)C)C.[CH3:21][O:22][CH2:23][CH2:24]Br.C([O-])([O-])=O.[Na+].[Na+]. Given the product [CH2:1]([O:3][C:4]([C:6]1([CH2:24][CH2:23][O:22][CH3:21])[CH2:11][CH2:10][C:9](=[CH2:12])[CH2:8][CH2:7]1)=[O:5])[CH3:2], predict the reactants needed to synthesize it. (5) Given the product [C:28]([C:24]1[CH:23]=[C:22]2[C:27]([CH:18]([NH:17][C:15]([NH:14][C:9]3[CH:10]=[CH:11][CH:12]=[C:13]4[C:8]=3[CH:7]=[N:6][NH:5]4)=[O:16])[CH2:19][CH2:20][O:21]2)=[CH:26][CH:25]=1)([CH3:31])([CH3:29])[CH3:30], predict the reactants needed to synthesize it. The reactants are: COC([N:5]1[C:13]2[C:8](=[C:9]([NH:14][C:15]([NH:17][CH:18]3[C:27]4[C:22](=[CH:23][C:24]([C:28]([CH3:31])([CH3:30])[CH3:29])=[CH:25][CH:26]=4)[O:21][CH2:20][CH2:19]3)=[O:16])[CH:10]=[CH:11][CH:12]=2)[CH:7]=[N:6]1)=O.[OH-].[Na+]. (6) The reactants are: C([O:8][CH2:9][CH2:10][N:11]1[C:23]2[CH2:22][CH2:21][CH2:20][CH:19]([C:24]([N:26]3[CH2:31][CH2:30][CH2:29][CH2:28][CH2:27]3)=[O:25])[C:18]=2[C:17]2[C:12]1=[CH:13][CH:14]=[CH:15][CH:16]=2)C1C=CC=CC=1. Given the product [OH:8][CH2:9][CH2:10][N:11]1[C:23]2[CH2:22][CH2:21][CH2:20][CH:19]([C:24]([N:26]3[CH2:31][CH2:30][CH2:29][CH2:28][CH2:27]3)=[O:25])[C:18]=2[C:17]2[C:12]1=[CH:13][CH:14]=[CH:15][CH:16]=2, predict the reactants needed to synthesize it.